Dataset: Full USPTO retrosynthesis dataset with 1.9M reactions from patents (1976-2016). Task: Predict the reactants needed to synthesize the given product. (1) Given the product [CH:1]1([C:4]2[NH:8][C:7]3[C:9]([OH:25])=[CH:10][CH:11]=[C:12]([NH:13][C:14](=[O:24])[CH2:15][C:16]4[CH:17]=[CH:18][C:19]([OH:22])=[CH:20][CH:21]=4)[C:6]=3[N:5]=2)[CH2:3][CH2:2]1, predict the reactants needed to synthesize it. The reactants are: [CH:1]1([C:4]2[NH:8][C:7]3[C:9]([O:25]C)=[CH:10][CH:11]=[C:12]([NH:13][C:14](=[O:24])[CH2:15][C:16]4[CH:21]=[CH:20][C:19]([O:22]C)=[CH:18][CH:17]=4)[C:6]=3[N:5]=2)[CH2:3][CH2:2]1.B(Br)(Br)Br.[NH4+].[OH-]. (2) Given the product [C:33]([OH:35])(=[O:34])[CH3:32].[Cl:26][C:27]1[CH:39]=[CH:38][C:30]([O:31][C:32]([CH3:36])([CH3:37])[C:33]([NH:23][CH:20]2[CH2:21][CH2:22][N:17]([CH2:16][C:13]3[CH:14]=[CH:15][N:11]([C:8]4[CH:9]=[CH:10][C:5]([C:4]([F:3])([F:24])[F:25])=[CH:6][CH:7]=4)[CH:12]=3)[CH2:18][CH2:19]2)=[O:34])=[CH:29][CH:28]=1, predict the reactants needed to synthesize it. The reactants are: Cl.Cl.[F:3][C:4]([F:25])([F:24])[C:5]1[CH:10]=[CH:9][C:8]([N:11]2[CH:15]=[CH:14][C:13]([CH2:16][N:17]3[CH2:22][CH2:21][CH:20]([NH2:23])[CH2:19][CH2:18]3)=[CH:12]2)=[CH:7][CH:6]=1.[Cl:26][C:27]1[CH:39]=[CH:38][C:30]([O:31][C:32]([CH3:37])([CH3:36])[C:33]([OH:35])=[O:34])=[CH:29][CH:28]=1.C(N(CC)C(C)C)(C)C.CN(C(ON1N=NC2C=CC=NC1=2)=[N+](C)C)C.F[P-](F)(F)(F)(F)F. (3) Given the product [Cl-:21].[CH2:23]([NH+:30]1[CH2:34][CH:9]([S:7]([C:1]2[CH:2]=[CH:3][CH:4]=[CH:5][CH:6]=2)=[O:8])[C:10]([C:15]2[CH:20]=[C:19]([Cl:21])[CH:18]=[C:17]([Cl:22])[CH:16]=2)([C:11]([F:14])([F:12])[F:13])[CH2:31]1)[C:24]1[CH:29]=[CH:28][CH:27]=[CH:26][CH:25]=1, predict the reactants needed to synthesize it. The reactants are: [C:1]1([S:7](/[CH:9]=[C:10](\[C:15]2[CH:20]=[C:19]([Cl:21])[CH:18]=[C:17]([Cl:22])[CH:16]=2)/[C:11]([F:14])([F:13])[F:12])=[O:8])[CH:6]=[CH:5][CH:4]=[CH:3][CH:2]=1.[CH2:23]([N:30]([CH2:34][Si](C)(C)C)[CH2:31]OC)[C:24]1[CH:29]=[CH:28][CH:27]=[CH:26][CH:25]=1. (4) The reactants are: [OH:1][CH2:2][CH2:3][N:4]1[C:13](=[O:14])[C:12]2[C:7](=[CH:8][CH:9]=[CH:10][CH:11]=2)[N:6]([CH3:15])[C:5]1=[O:16].CC(OI1(OC(C)=O)(OC(C)=O)OC(=O)C2C=CC=CC1=2)=O.N#N. Given the product [CH3:15][N:6]1[C:7]2[C:12](=[CH:11][CH:10]=[CH:9][CH:8]=2)[C:13](=[O:14])[N:4]([CH2:3][CH:2]=[O:1])[C:5]1=[O:16], predict the reactants needed to synthesize it. (5) The reactants are: [Br:1][C:2]1[CH:3]=[CH:4][C:5]([NH:12][C:13](=[O:23])[CH2:14][O:15][C:16]2[CH:21]=[CH:20][C:19]([Cl:22])=[CH:18][CH:17]=2)=[C:6]([CH:11]=1)[C:7](OC)=[O:8].C[Si]([N-][Si](C)(C)C)(C)C.[K+].C(=O)=O.CC(C)=O. Given the product [Br:1][C:2]1[CH:11]=[C:6]2[C:5](=[CH:4][CH:3]=1)[NH:12][C:13](=[O:23])[C:14]([O:15][C:16]1[CH:21]=[CH:20][C:19]([Cl:22])=[CH:18][CH:17]=1)=[C:7]2[OH:8], predict the reactants needed to synthesize it. (6) Given the product [Cl:7][CH2:8][C:9]1[N:1]=[C:2]2[S:3][CH:4]=[CH:5][N:6]2[C:11](=[O:12])[CH:10]=1, predict the reactants needed to synthesize it. The reactants are: [NH2:1][C:2]1[S:3][CH:4]=[CH:5][N:6]=1.[Cl:7][CH2:8][C:9](=O)[CH2:10][C:11](OCC)=[O:12].[OH-].[Na+].